This data is from Peptide-MHC class II binding affinity with 134,281 pairs from IEDB. The task is: Regression. Given a peptide amino acid sequence and an MHC pseudo amino acid sequence, predict their binding affinity value. This is MHC class II binding data. (1) The MHC is HLA-DPA10201-DPB10501 with pseudo-sequence HLA-DPA10201-DPB10501. The peptide sequence is DVSGVQAPVGAITTI. The binding affinity (normalized) is 0. (2) The peptide sequence is GSHLVEALYLVCGER. The MHC is DRB1_1501 with pseudo-sequence DRB1_1501. The binding affinity (normalized) is 0.334.